The task is: Predict the product of the given reaction.. This data is from Forward reaction prediction with 1.9M reactions from USPTO patents (1976-2016). (1) Given the reactants [NH2:1][C@H:2]1[CH2:7][CH2:6][CH2:5][CH2:4][C@H:3]1[NH:8][C:9]1[N:14]=[C:13](NC2C=CC(C3ON=CC=3)=CC=2)[C:12]([C:27]([NH2:29])=[O:28])=[CH:11][N:10]=1.[CH3:30][O:31][C:32]1[CH:33]=[C:34]([CH:36]=[C:37]([N:39]2[CH:43]=[N:42][N:41]=[N:40]2)[CH:38]=1)[NH2:35], predict the reaction product. The product is: [NH2:1][C@H:2]1[CH2:7][CH2:6][CH2:5][CH2:4][C@H:3]1[NH:8][C:9]1[N:14]=[C:13]([NH:35][C:34]2[CH:36]=[C:37]([N:39]3[CH:43]=[N:42][N:41]=[N:40]3)[CH:38]=[C:32]([O:31][CH3:30])[CH:33]=2)[C:12]([C:27]([NH2:29])=[O:28])=[CH:11][N:10]=1. (2) The product is: [Cl:34][C:31]1[CH:32]=[CH:33][C:28]([NH:27][C:25](=[O:26])[C@@H:24]([O:35][C:36]2[C:37]3[N:44]=[N:43][N:42]([C:45]4[CH:50]=[CH:49][CH:48]=[CH:47][C:46]=4[CH3:51])[C:38]=3[N:39]=[CH:40][N:41]=2)[CH2:23][O:22][CH2:21][CH2:20][OH:19])=[N:29][CH:30]=1. Given the reactants Cl.[Si]([O:19][CH2:20][CH2:21][O:22][CH2:23][C@H:24]([O:35][C:36]1[C:37]2[N:44]=[N:43][N:42]([C:45]3[CH:50]=[CH:49][CH:48]=[CH:47][C:46]=3[CH3:51])[C:38]=2[N:39]=[CH:40][N:41]=1)[C:25]([NH:27][C:28]1[CH:33]=[CH:32][C:31]([Cl:34])=[CH:30][N:29]=1)=[O:26])(C(C)(C)C)(C1C=CC=CC=1)C1C=CC=CC=1, predict the reaction product. (3) Given the reactants C1(N)C(F)=C(F)C(F)=C(N)C=1F.[ClH:13].Cl.F[C@H]1[C@H](OC2C=CC=C3C=2N=CC=C3)CCNC1.[N:33]1[N:34]=[C:35]([C:42]2[CH:51]=[CH:50][C:49]3[C:44](=[C:45]([O:52][C@@H:53]4[CH2:58][CH2:57][NH:56][CH2:55][C@H:54]4[F:59])[CH:46]=[CH:47][CH:48]=3)[N:43]=2)[N:36]2[CH:41]=[CH:40][CH:39]=[CH:38][C:37]=12, predict the reaction product. The product is: [ClH:13].[ClH:13].[N:33]1[N:34]=[C:35]([C:42]2[CH:51]=[CH:50][C:49]3[C:44](=[C:45]([O:52][C@@H:53]4[CH2:58][CH2:57][NH:56][CH2:55][C@H:54]4[F:59])[CH:46]=[CH:47][CH:48]=3)[N:43]=2)[N:36]2[CH:41]=[CH:40][CH:39]=[CH:38][C:37]=12. (4) The product is: [F:18][C:19]1[CH:26]=[CH:25][C:22]([CH2:23][O:1][C:2]2[CH:7]=[CH:6][CH:5]=[C:4]([OH:8])[C:3]=2[C:9](=[O:11])[CH3:10])=[CH:21][CH:20]=1. Given the reactants [OH:1][C:2]1[CH:7]=[CH:6][CH:5]=[C:4]([OH:8])[C:3]=1[C:9](=[O:11])[CH3:10].C(=O)([O-])[O-].[K+].[K+].[F:18][C:19]1[CH:26]=[CH:25][C:22]([CH2:23]Br)=[CH:21][CH:20]=1.Cl, predict the reaction product.